From a dataset of Retrosynthesis with 50K atom-mapped reactions and 10 reaction types from USPTO. Predict the reactants needed to synthesize the given product. (1) Given the product COc1cc(N)cc(N2CCCC2=O)c1, predict the reactants needed to synthesize it. The reactants are: COc1cc(N2CCCC2=O)cc([N+](=O)[O-])c1. (2) Given the product Cc1cc2c(=O)[nH]c(-c3ccc(Br)cc3)cn2n1, predict the reactants needed to synthesize it. The reactants are: O=c1[nH]c(-c2ccc(Br)cc2)cn2nc(CBr)cc12. (3) Given the product COc1ccc(CNc2ncnc3c2ccn3[C@@H]2O[C@H](CN(CCCN)C(C)C)[C@H]3OC(C)(C)O[C@H]32)c(OC)c1, predict the reactants needed to synthesize it. The reactants are: COc1ccc(CNc2ncnc3c2ccn3[C@@H]2O[C@H](CN(CCCN3C(=O)c4ccccc4C3=O)C(C)C)[C@H]3OC(C)(C)O[C@H]32)c(OC)c1. (4) Given the product CCCCc1cc(C[C@@H]2CSC[C@H](NC(=O)OC(C)(C)C)C2=O)cc(F)c1NC(=O)OCc1ccccc1, predict the reactants needed to synthesize it. The reactants are: C=CCOC(=O)C1(Cc2cc(F)c(NC(=O)OCc3ccccc3)c(CCCC)c2)CSCC(NC(=O)OC(C)(C)C)C1=O. (5) Given the product COC(=O)CCCc1cc2ccc(C(=O)OC)cc2[nH]1, predict the reactants needed to synthesize it. The reactants are: COC(=O)CCCc1cc2ccc(C(=O)OC)cc2n1C(C)=O. (6) Given the product CC1(C)Cc2cc(C(=O)O)ccc2NC1c1cccc(-n2cnc3c(c2=O)CCN(Cc2ccccc2)C3)c1, predict the reactants needed to synthesize it. The reactants are: CC1(C)Cc2cc(C(=O)O)ccc2NC1c1cccc(Br)c1.O=c1[nH]cnc2c1CCN(Cc1ccccc1)C2. (7) Given the product CC(=O)NCCc1ccc(C)s1, predict the reactants needed to synthesize it. The reactants are: CC(=O)OC(C)=O.Cc1ccc(CCN)s1.